Predict the product of the given reaction. From a dataset of Forward reaction prediction with 1.9M reactions from USPTO patents (1976-2016). (1) Given the reactants [C:1]([N:5]1[CH2:10][CH2:9][C:8](=O)[CH2:7][CH2:6]1)([CH3:4])([CH3:3])[CH3:2].[CH2:12]([NH2:19])[C:13]1[CH:18]=[CH:17][CH:16]=[CH:15][CH:14]=1.C(O[BH-](OC(=O)C)OC(=O)C)(=O)C.[Na+], predict the reaction product. The product is: [CH2:12]([NH:19][CH:8]1[CH2:9][CH2:10][N:5]([C:1]([CH3:4])([CH3:3])[CH3:2])[CH2:6][CH2:7]1)[C:13]1[CH:18]=[CH:17][CH:16]=[CH:15][CH:14]=1. (2) Given the reactants [Br:1][C:2]1[N:3]=[C:4]([C:9]2[O:10][C:11]([C:14]3[CH:19]=[CH:18][C:17]([CH2:20][Br:21])=[CH:16][C:15]=3[CH3:22])=[N:12][N:13]=2)[C:5]([NH2:8])=[N:6][CH:7]=1.[CH3:23][C:24]([O:27][C:28](O[C:28]([O:27][C:24]([CH3:26])([CH3:25])[CH3:23])=[O:29])=[O:29])([CH3:26])[CH3:25], predict the reaction product. The product is: [Br:1][C:2]1[N:3]=[C:4]([C:9]2[O:10][C:11]([C:14]3[CH:19]=[CH:18][C:17]([CH2:20][Br:21])=[CH:16][C:15]=3[CH3:22])=[N:12][N:13]=2)[C:5]([N:8]([C:28]([O:27][C:24]([CH3:26])([CH3:25])[CH3:23])=[O:29])[C:28](=[O:29])[O:27][C:24]([CH3:26])([CH3:25])[CH3:23])=[N:6][CH:7]=1. (3) Given the reactants [CH3:1][CH:2]1[CH2:7][CH2:6][CH2:5][CH2:4][CH:3]1[NH:8][C:9]1[C:10]2[N:11]([CH:18]=[CH:19][CH:20]=2)[N:12]=[CH:13][C:14]=1[C:15]([OH:17])=[O:16].CO.Cl.[CH3:24]N(C)CCCN=C=NCC, predict the reaction product. The product is: [CH3:1][CH:2]1[CH2:7][CH2:6][CH2:5][CH2:4][CH:3]1[NH:8][C:9]1[C:10]2[N:11]([CH:18]=[CH:19][CH:20]=2)[N:12]=[CH:13][C:14]=1[C:15]([O:17][CH3:24])=[O:16]. (4) The product is: [Cl:24][C:23]1[CH:25]=[C:19]([C:55]2[CH:54]=[CH:53][C:52]([CH2:51][C@@H:50]([NH:59][C:7]([C:5]3[N:4]=[N:3][N:2]([OH:1])[CH:6]=3)=[O:9])[CH2:49][C@@H:48]([OH:60])[C:47]([OH:61])=[O:46])=[CH:57][CH:56]=2)[CH:20]=[CH:21][CH:22]=1. Given the reactants [OH:1][N:2]1[CH:6]=[C:5]([C:7]([OH:9])=O)[N:4]=[N:3]1.CN(C(ON1N=N[C:20]2[CH:21]=[CH:22][C:23](=[CH:25][C:19]1=2)[Cl:24])=[N+](C)C)C.F[P-](F)(F)(F)(F)F.CCN(C(C)C)C(C)C.C([O:46][C:47](=[O:61])[C@H:48]([OH:60])[CH2:49][C@H:50]([NH2:59])[CH2:51][C:52]1[CH:57]=[CH:56][C:55](Br)=[CH:54][CH:53]=1)C.ClC1C=C(B(O)O)C=CC=1.C([O-])([O-])=O.[K+].[K+].O=O, predict the reaction product. (5) Given the reactants C[O:2][C:3]1[CH:8]=[CH:7][N:6]=[CH:5][CH:4]=1.[CH3:9][Mg]Cl.Cl[C:13]([O:15][C:16]1[CH:21]=[CH:20][CH:19]=[CH:18][CH:17]=1)=[O:14].Cl, predict the reaction product. The product is: [C:16]1([O:15][C:13]([N:6]2[CH:7]=[CH:8][C:3](=[O:2])[CH2:4][CH:5]2[CH3:9])=[O:14])[CH:21]=[CH:20][CH:19]=[CH:18][CH:17]=1.